This data is from Reaction yield outcomes from USPTO patents with 853,638 reactions. The task is: Predict the reaction yield, written as a fraction of the theoretical maximum amount of product (1.0 means a 100% yield; for example, 0.34 means a 34% yield). (1) The reactants are Br[C:2]1[CH:3]=[CH:4][C:5]2[O:9][C:8]([C:10]([O:12][CH3:13])=[O:11])=[C:7]([CH3:14])[C:6]=2[CH:15]=1.[CH3:16][N:17](C)C=O. The catalyst is [C-]#N.[Zn+2].[C-]#N.C1C=CC([P]([Pd]([P](C2C=CC=CC=2)(C2C=CC=CC=2)C2C=CC=CC=2)([P](C2C=CC=CC=2)(C2C=CC=CC=2)C2C=CC=CC=2)[P](C2C=CC=CC=2)(C2C=CC=CC=2)C2C=CC=CC=2)(C2C=CC=CC=2)C2C=CC=CC=2)=CC=1.O. The product is [C:16]([C:2]1[CH:3]=[CH:4][C:5]2[O:9][C:8]([C:10]([O:12][CH3:13])=[O:11])=[C:7]([CH3:14])[C:6]=2[CH:15]=1)#[N:17]. The yield is 0.870. (2) The reactants are Cl[C:2]1[C:3]([N+:8]([O-:10])=[O:9])=[N:4][CH:5]=[CH:6][CH:7]=1.[C:11]1([SH:17])[CH:16]=[CH:15][CH:14]=[CH:13][CH:12]=1.C(=O)([O-])[O-].[Cs+].[Cs+]. The catalyst is CS(C)=O.O. The product is [N+:8]([C:3]1[C:2]([S:17][C:11]2[CH:16]=[CH:15][CH:14]=[CH:13][CH:12]=2)=[CH:7][CH:6]=[CH:5][N:4]=1)([O-:10])=[O:9]. The yield is 0.698. (3) The reactants are [F:1][C:2]1[CH:8]=[CH:7][C:5]([NH2:6])=[C:4]([O:9][CH3:10])[CH:3]=1.OS(O)(=O)=O.[N+:16]([O-])([O-:18])=[O:17].[K+].[NH4+].[OH-]. No catalyst specified. The product is [F:1][C:2]1[C:8]([N+:16]([O-:18])=[O:17])=[CH:7][C:5]([NH2:6])=[C:4]([O:9][CH3:10])[CH:3]=1. The yield is 0.770.